This data is from Forward reaction prediction with 1.9M reactions from USPTO patents (1976-2016). The task is: Predict the product of the given reaction. (1) Given the reactants [CH3:1][CH:2]([CH3:6])[CH2:3][CH2:4][NH2:5].[CH3:7][O:8][CH:9]([O:12][CH3:13])[CH:10]=O, predict the reaction product. The product is: [CH3:7][O:8][CH:9]([O:12][CH3:13])[CH2:10][NH:5][CH2:4][CH2:3][CH:2]([CH3:6])[CH3:1]. (2) The product is: [CH2:12]([C:14]1[O:18][N:17]=[C:16]([C:19]2[CH:24]=[CH:23][C:22]([F:25])=[CH:21][CH:20]=2)[C:15]=1[C:26]1[N:27]=[CH:28][N:29]([C:2]2[CH:7]=[CH:6][C:5]([C:8]([F:11])([F:10])[F:9])=[CH:4][CH:3]=2)[CH:30]=1)[CH3:13]. Given the reactants F[C:2]1[CH:7]=[CH:6][C:5]([C:8]([F:11])([F:10])[F:9])=[CH:4][CH:3]=1.[CH2:12]([C:14]1[O:18][N:17]=[C:16]([C:19]2[CH:24]=[CH:23][C:22]([F:25])=[CH:21][CH:20]=2)[C:15]=1[C:26]1[N:27]=[CH:28][NH:29][CH:30]=1)[CH3:13], predict the reaction product. (3) Given the reactants O1[CH2:5][CH2:4][NH:3][C:2]1=O.[C:7]1([C@@H:13]2[CH2:17][O:16][C:15](=[O:18])[NH:14]2)[CH:12]=[CH:11][CH:10]=[CH:9][CH:8]=1, predict the reaction product. The product is: [C:7]1([C@@H:13]2[CH2:17][O:16][C:15](=[O:18])[N:14]2[CH2:9][CH2:8][CH2:7][CH:12]2[CH2:5][CH2:4][NH:3][CH2:2][CH2:11]2)[CH:8]=[CH:9][CH:10]=[CH:11][CH:12]=1. (4) Given the reactants C1(S(CC2C=CN3C=2C(NC2C=CC(OCC4C=CC=C(F)C=4)=C(Cl)C=2)=NC=N3)=O)C=CC=CC=1.N1CCCNCC1.[NH2:43][CH:44]1[CH2:49][CH2:48][N:47]([CH2:50][C:51]2[CH:52]=[CH:53][N:54]3[C:59]=2[C:58]([NH:60][C:61]2[CH:66]=[CH:65][C:64]([O:67][CH2:68][C:69]4[CH:74]=[CH:73][CH:72]=[C:71]([F:75])[CH:70]=4)=[C:63]([Cl:76])[CH:62]=2)=[N:57][CH:56]=[N:55]3)[CH2:46][CH2:45]1.C(O)(C(F)(F)F)=O, predict the reaction product. The product is: [Cl:76][C:63]1[CH:62]=[C:61]([NH:60][C:58]2[C:59]3=[C:51]([CH2:50][N:47]4[CH2:46][CH2:45][CH2:44][NH:43][CH2:49][CH2:48]4)[CH:52]=[CH:53][N:54]3[N:55]=[CH:56][N:57]=2)[CH:66]=[CH:65][C:64]=1[O:67][CH2:68][C:69]1[CH:74]=[CH:73][CH:72]=[C:71]([F:75])[CH:70]=1. (5) Given the reactants [C:1](=[C:4]1[CH2:9][CH2:8][O:7][C:5]1=[O:6])([CH3:3])[CH3:2].[H][H], predict the reaction product. The product is: [CH:1]([CH:4]1[CH2:9][CH2:8][O:7][C:5]1=[O:6])([CH3:3])[CH3:2]. (6) Given the reactants [F:1][C:2]([F:32])([F:31])[C:3]1[CH:26]=[C:25]([C:27]([F:30])([F:29])[F:28])[CH:24]=[CH:23][C:4]=1[CH2:5][O:6][C:7]1[CH:12]=[CH:11][C:10](/[CH:13]=[C:14]2/[C:15](=O)[NH:16][C:17](=[O:19])[S:18]/2)=[C:9]([O:21][CH3:22])[CH:8]=1.COC1C=CC(P2(SP(C3C=CC(OC)=CC=3)(=S)S2)=[S:42])=CC=1, predict the reaction product. The product is: [F:31][C:2]([F:1])([F:32])[C:3]1[CH:26]=[C:25]([C:27]([F:30])([F:29])[F:28])[CH:24]=[CH:23][C:4]=1[CH2:5][O:6][C:7]1[CH:12]=[CH:11][C:10](/[CH:13]=[C:14]2/[C:15](=[S:42])[NH:16][C:17](=[O:19])[S:18]/2)=[C:9]([O:21][CH3:22])[CH:8]=1. (7) Given the reactants O.FC(F)(F)C(O)=O.C([O:11][CH:12](OCC)[CH2:13][N:14]1[C:18](=[O:19])[C:17]2=[CH:20][CH:21]=[CH:22][CH:23]=[C:16]2[C:15]1=[O:24])C, predict the reaction product. The product is: [O:24]=[C:15]1[C:16]2[C:17](=[CH:20][CH:21]=[CH:22][CH:23]=2)[C:18](=[O:19])[N:14]1[CH2:13][CH:12]=[O:11]. (8) Given the reactants C1([CH:7]([C:16]2[CH:21]=[CH:20][CH:19]=[CH:18][CH:17]=2)[C@H:8]([O:12][CH2:13][CH:14]=C)[CH2:9][CH:10]=C)C=CC=CC=1, predict the reaction product. The product is: [CH:7]([C@H:8]1[CH2:9][CH:10]=[CH:14][CH2:13][O:12]1)([C:16]1[CH:21]=[CH:20][CH:19]=[CH:18][CH:17]=1)[C:16]1[CH:17]=[CH:18][CH:19]=[CH:20][CH:21]=1.